Dataset: Forward reaction prediction with 1.9M reactions from USPTO patents (1976-2016). Task: Predict the product of the given reaction. (1) Given the reactants [NH2:1][C:2]1[CH:7]=[N:6][C:5]([Br:8])=[CH:4][N:3]=1.Br[CH2:10][C:11]([C:13]1[CH:14]=[CH:15][C:16]2[O:20][CH:19]=[CH:18][C:17]=2[CH:21]=1)=O.[OH-].[Na+], predict the reaction product. The product is: [O:20]1[C:16]2[CH:15]=[CH:14][C:13]([C:11]3[N:1]=[C:2]4[CH:7]=[N:6][C:5]([Br:8])=[CH:4][N:3]4[CH:10]=3)=[CH:21][C:17]=2[CH:18]=[CH:19]1. (2) Given the reactants Br[C:2]1[C:3]([C:9]#[N:10])=[N:4][C:5]([Br:8])=[CH:6][N:7]=1.[C:11]([C:13]([C:16]1[CH:17]=[C:18]([CH:34]=[CH:35][CH:36]=1)[C:19]([NH:21][C:22]1[CH:27]=[CH:26][C:25]([CH3:28])=[C:24]([NH:29][C:30](=[O:33])[CH2:31][SH:32])[CH:23]=1)=[O:20])([CH3:15])[CH3:14])#[N:12].C(=O)([O-])[O-].[K+].[K+], predict the reaction product. The product is: [NH2:10][C:9]1[C:3]2[C:2](=[N:7][CH:6]=[C:5]([Br:8])[N:4]=2)[S:32][C:31]=1[C:30]([NH:29][C:24]1[CH:23]=[C:22]([NH:21][C:19](=[O:20])[C:18]2[CH:34]=[CH:35][CH:36]=[C:16]([C:13]([C:11]#[N:12])([CH3:14])[CH3:15])[CH:17]=2)[CH:27]=[CH:26][C:25]=1[CH3:28])=[O:33]. (3) The product is: [CH3:1][N+:2]1([CH3:26])[C@@H:3]2[C@@H:9]3[O:10][C@@H:8]3[C@H:7]1[CH2:6][C@@H:5]([O:11][C:12]([C:14]([OH:25])([C:15]1[S:19][CH:18]=[CH:17][CH:16]=1)[C:20]1[S:24][CH:23]=[CH:22][CH:21]=1)=[O:13])[CH2:4]2.[C:38]([CH:36]([CH:34]([C:33]([O-:42])=[O:41])[OH:35])[OH:37])([O-:40])=[O:39].[CH3:1][N+:2]1([CH3:26])[C@@H:3]2[C@@H:9]3[O:10][C@@H:8]3[C@H:7]1[CH2:6][C@@H:5]([O:11][C:12]([C:14]([OH:25])([C:15]1[S:19][CH:18]=[CH:17][CH:16]=1)[C:20]1[S:24][CH:23]=[CH:22][CH:21]=1)=[O:13])[CH2:4]2. Given the reactants [CH3:1][N+:2]1([CH3:26])[C@@H:7]2[C@@H:8]3[O:10][C@@H:9]3[C@H:3]1[CH2:4][C@@H:5]([O:11][C:12]([C:14]([OH:25])([C:20]1[S:24][CH:23]=[CH:22][CH:21]=1)[C:15]1[S:19][CH:18]=[CH:17][CH:16]=1)=[O:13])[CH2:6]2.O.[Br-].C(=O)(O)[O-].[C:33]([OH:42])(=[O:41])[C@H:34]([C@@H:36]([C:38]([OH:40])=[O:39])[OH:37])[OH:35], predict the reaction product.